The task is: Predict the reaction yield, written as a fraction of the theoretical maximum amount of product (1.0 means a 100% yield; for example, 0.34 means a 34% yield).. This data is from Reaction yield outcomes from USPTO patents with 853,638 reactions. (1) The reactants are [CH2:1]([N:6]=[C:7]=[S:8])[CH2:2][CH2:3][CH2:4][CH3:5].[NH3:9]. The catalyst is CO. The product is [CH2:1]([NH:6][C:7]([NH2:9])=[S:8])[CH2:2][CH2:3][CH2:4][CH3:5]. The yield is 0.884. (2) The reactants are [CH3:1][O:2][C:3](=[O:22])[C:4]1[CH:9]=[CH:8][C:7]([N:10]2C(=O)C3C(=CC=CC=3)C2=O)=[N:6][C:5]=1[Cl:21]. The catalyst is N.CO. The product is [CH3:1][O:2][C:3](=[O:22])[C:4]1[CH:9]=[CH:8][C:7]([NH2:10])=[N:6][C:5]=1[Cl:21]. The yield is 0.900. (3) The reactants are C(OC(=O)[NH:10][C:11]1[CH:16]=[CH:15][C:14]([C:17]([CH3:20])([CH3:19])[CH3:18])=[C:13]([NH:21][CH:22]=[O:23])[CH:12]=1)C1C=CC=CC=1.CO. The catalyst is [Pd].C(Cl)Cl. The product is [NH2:10][C:11]1[CH:16]=[CH:15][C:14]([C:17]([CH3:20])([CH3:19])[CH3:18])=[C:13]([NH:21][CH:22]=[O:23])[CH:12]=1. The yield is 0.960. (4) The reactants are [OH-].[Na+].[NH:3]=[C:4]1[CH:9]=[C:8]([CH3:10])[CH:7]=[C:6]([CH3:11])[N:5]1[NH2:12].[C:13](OC)(=O)[CH2:14][OH:15]. The catalyst is C(O)C. The product is [CH3:11][C:6]1[N:5]2[N:12]=[C:13]([CH2:14][OH:15])[N:3]=[C:4]2[CH:9]=[C:8]([CH3:10])[CH:7]=1. The yield is 0.100. (5) The reactants are [N+:1]([C:4]1[CH:5]=[C:6]2[C:11](=[CH:12][CH:13]=1)[N:10]=[CH:9][NH:8][C:7]2=O)([O-:3])=[O:2].P(Cl)(Cl)([Cl:17])=O. The catalyst is CCCCCC. The product is [Cl:17][C:7]1[C:6]2[C:11](=[CH:12][CH:13]=[C:4]([N+:1]([O-:3])=[O:2])[CH:5]=2)[N:10]=[CH:9][N:8]=1. The yield is 0.872. (6) The catalyst is C(Cl)Cl. The product is [Cl:1][C:2]1[CH:3]=[C:4]([C@@H:12]([CH2:26][CH:27]2[CH2:28][CH2:29][CH2:30][CH2:31]2)[C:13]([NH:15][C:16]2[CH:20]=[CH:19][N:18]([CH2:21][CH2:22][C:23](=[O:25])[NH:51][CH2:50][CH2:49][CH2:48][O:47][CH3:46])[N:17]=2)=[O:14])[CH:5]=[CH:6][C:7]=1[S:8]([CH3:11])(=[O:9])=[O:10]. The reactants are [Cl:1][C:2]1[CH:3]=[C:4]([C@@H:12]([CH2:26][CH:27]2[CH2:31][CH2:30][CH2:29][CH2:28]2)[C:13]([NH:15][C:16]2[CH:20]=[CH:19][N:18]([CH2:21][CH2:22][C:23]([OH:25])=O)[N:17]=2)=[O:14])[CH:5]=[CH:6][C:7]=1[S:8]([CH3:11])(=[O:10])=[O:9].C(Cl)(=O)C(Cl)=O.N1C(C)=CC=CC=1C.[CH3:46][O:47][CH2:48][CH2:49][CH2:50][NH2:51]. The yield is 0.270. (7) The reactants are [CH3:1][NH:2][CH3:3].Cl.Cl[CH:6]([C:11]1[C:12](=[O:20])[C:13]([OH:19])=[C:14]([CH2:17][CH3:18])[NH:15][CH:16]=1)[C:7]([F:10])([F:9])[F:8]. The catalyst is CC#N. The product is [CH3:1][N:2]([CH3:3])[CH:6]([C:11]1[C:12](=[O:20])[C:13]([OH:19])=[C:14]([CH2:17][CH3:18])[NH:15][CH:16]=1)[C:7]([F:10])([F:9])[F:8]. The yield is 0.570.